Dataset: Full USPTO retrosynthesis dataset with 1.9M reactions from patents (1976-2016). Task: Predict the reactants needed to synthesize the given product. (1) Given the product [NH:59]1[C:58]2[CH:60]=[CH:61][CH:62]=[CH:63][C:57]=2[N:56]=[C:55]1[NH:54][C:51]1[CH:50]=[CH:49][C:48]([CH2:47][NH:46][C:42]([C:39]2[CH:40]=[CH:41][C:26]3[CH:25]([CH2:24][C:23]([O:22][CH3:21])=[O:45])[C:31]4[CH:32]=[CH:33][CH:34]=[CH:35][C:30]=4[C:29](=[O:36])[N:28]([CH3:37])[C:27]=3[CH:38]=2)=[O:43])=[CH:53][CH:52]=1, predict the reactants needed to synthesize it. The reactants are: C(N(C(C)C)CC)(C)C.CCN=C=NCCCN(C)C.[CH3:21][O:22][C:23](=[O:45])[CH2:24][CH:25]1[C:31]2[CH:32]=[CH:33][CH:34]=[CH:35][C:30]=2[C:29](=[O:36])[N:28]([CH3:37])[C:27]2[CH:38]=[C:39]([C:42](O)=[O:43])[CH:40]=[CH:41][C:26]1=2.[NH2:46][CH2:47][C:48]1[CH:53]=[CH:52][C:51]([NH:54][C:55]2[NH:59][C:58]3[CH:60]=[CH:61][CH:62]=[CH:63][C:57]=3[N:56]=2)=[CH:50][CH:49]=1. (2) Given the product [CH2:1]([NH:3][C:4]([NH:6][C:7]1[CH:8]=[C:9]([C:24]2[S:28][C:27]([CH:29]3[CH2:34][CH2:33][CH:32]([C:35]([NH2:39])=[O:36])[CH2:31][CH2:30]3)=[N:26][CH:25]=2)[CH:10]=[C:11]([NH:13][C:14]2[N:19]=[C:18]([C:20]([F:21])([F:23])[F:22])[CH:17]=[CH:16][N:15]=2)[CH:12]=1)=[O:5])[CH3:2], predict the reactants needed to synthesize it. The reactants are: [CH2:1]([NH:3][C:4]([NH:6][C:7]1[CH:8]=[C:9]([C:24]2[S:28][C:27]([CH:29]3[CH2:34][CH2:33][CH:32]([C:35](O)=[O:36])[CH2:31][CH2:30]3)=[N:26][CH:25]=2)[CH:10]=[C:11]([NH:13][C:14]2[N:19]=[C:18]([C:20]([F:23])([F:22])[F:21])[CH:17]=[CH:16][N:15]=2)[CH:12]=1)=[O:5])[CH3:2].C[N:39](C(ON1N=NC2C=CC=NC1=2)=[N+](C)C)C.F[P-](F)(F)(F)(F)F.CCN(C(C)C)C(C)C.[Cl-].[NH4+]. (3) Given the product [C:7]([CH:9]=[CH:31][C@H:28]1[CH2:29][CH2:30][C@H:25]([NH:24][C:23](=[O:33])[O:22][C:18]([CH3:21])([CH3:20])[CH3:19])[CH2:26][CH2:27]1)#[N:8], predict the reactants needed to synthesize it. The reactants are: CC(C)([O-])C.[K+].[C:7]([CH2:9]P(=O)(OCC)OCC)#[N:8].[C:18]([O:22][C:23](=[O:33])[NH:24][C@H:25]1[CH2:30][CH2:29][C@H:28]([CH:31]=O)[CH2:27][CH2:26]1)([CH3:21])([CH3:20])[CH3:19]. (4) The reactants are: [CH3:1][O:2][C:3]1[CH:8]=[CH:7][C:6]([CH3:9])=[CH:5][C:4]=1/[CH:10]=[CH:11]/[C:12]([O:14][CH2:15][CH3:16])=[O:13].C(O)(=[O:26])C=CC1C=CC=CC=1. Given the product [OH:26][C@H:11]([CH2:10][C:4]1[CH:5]=[C:6]([CH3:9])[CH:7]=[CH:8][C:3]=1[O:2][CH3:1])[C:12]([O:14][CH2:15][CH3:16])=[O:13], predict the reactants needed to synthesize it. (5) Given the product [NH2:1][C:2]1[CH:7]=[N:6][CH:5]=[C:4]([O:38][C:32]2[CH:37]=[CH:36][CH:35]=[CH:34][CH:33]=2)[CH:3]=1, predict the reactants needed to synthesize it. The reactants are: [NH2:1][C:2]1[CH:3]=[CH:4][C:5](N2CCN(CC3C=CC=CC=3)C(=O)C2)=[N:6][CH:7]=1.ClC1C=CC([N+]([O-])=O)=CN=1.[C:32]1([OH:38])[CH:37]=[CH:36][CH:35]=[CH:34][CH:33]=1. (6) Given the product [Cl:8][C:4]1[CH:5]=[CH:6][CH:7]=[C:2]([Cl:1])[C:3]=1[N:9]1[C:14](=[O:15])[C:13]2[CH:16]=[N:17][C:18]([NH:20][C:21]3[CH:22]=[CH:23][C:24]([C:25]([N:70]4[CH2:71][CH2:72][CH:67]([N:66]([CH3:73])[CH3:65])[CH2:68][CH2:69]4)=[O:26])=[CH:28][CH:29]=3)=[N:19][C:12]=2[N:11]2[CH:30]=[CH:31][N:32]=[C:10]12, predict the reactants needed to synthesize it. The reactants are: [Cl:1][C:2]1[CH:7]=[CH:6][CH:5]=[C:4]([Cl:8])[C:3]=1[N:9]1[C:14](=[O:15])[C:13]2[CH:16]=[N:17][C:18]([NH:20][C:21]3[CH:29]=[CH:28][C:24]([C:25](O)=[O:26])=[CH:23][CH:22]=3)=[N:19][C:12]=2[N:11]2[CH:30]=[CH:31][N:32]=[C:10]12.Cl.C(N=C=NCCCN(C)C)C.O.ON1C2C=CC=CC=2N=N1.C(N(C(C)C)CC)(C)C.[CH3:65][N:66]([CH3:73])[CH:67]1[CH2:72][CH2:71][NH:70][CH2:69][CH2:68]1. (7) The reactants are: C(N(CC)CC)C.[CH:8]([N:21]1[CH2:24][CH:23]([OH:25])[CH2:22]1)([C:15]1[CH:20]=[CH:19][CH:18]=[CH:17][CH:16]=1)[C:9]1[CH:14]=[CH:13][CH:12]=[CH:11][CH:10]=1.S(=O)(=O)=O.N1C=CC=CC=1.O. Given the product [CH:8]([N:21]1[CH2:24][C:23](=[O:25])[CH2:22]1)([C:15]1[CH:20]=[CH:19][CH:18]=[CH:17][CH:16]=1)[C:9]1[CH:10]=[CH:11][CH:12]=[CH:13][CH:14]=1, predict the reactants needed to synthesize it. (8) Given the product [Cl:1][C:2]1[CH:3]=[C:4]2[NH:11][C:10]([O:20][C@H:21]3[C@H:25]4[O:26][CH2:27][C@@H:28]([OH:29])[C@H:24]4[O:23][CH2:22]3)=[N:9][C:5]2=[N:6][C:7]=1[C:35]1[CH:34]=[CH:33][C:32]([C:40]2[CH:41]=[CH:42][CH:43]=[CH:44][CH:45]=2)=[C:31]([F:30])[CH:36]=1, predict the reactants needed to synthesize it. The reactants are: [Cl:1][C:2]1[CH:3]=[C:4]2[N:11](COCC[Si](C)(C)C)[C:10]([O:20][C@H:21]3[C@H:25]4[O:26][CH2:27][C@@H:28]([OH:29])[C@H:24]4[O:23][CH2:22]3)=[N:9][C:5]2=[N:6][C:7]=1I.[F:30][C:31]1[CH:36]=[C:35](B(O)O)[CH:34]=[CH:33][C:32]=1[C:40]1[CH:45]=[CH:44][CH:43]=[CH:42][CH:41]=1.P([O-])([O-])([O-])=O.[K+].[K+].[K+].